Task: Predict the reactants needed to synthesize the given product.. Dataset: Full USPTO retrosynthesis dataset with 1.9M reactions from patents (1976-2016) (1) Given the product [C-:1]1([CH2:6][NH:14][CH2:15][CH2:16][CH2:17][CH2:18][CH2:19][C:20]([OH:22])=[O:21])[CH:2]=[CH:3][CH:4]=[CH:5]1.[CH-:8]1[CH:12]=[CH:11][CH:10]=[CH:9]1.[Fe+2:13], predict the reactants needed to synthesize it. The reactants are: [C-:1]1([CH:6]=O)[CH:5]=[CH:4][CH:3]=[CH:2]1.[CH-:8]1[CH:12]=[CH:11][CH:10]=[CH:9]1.[Fe+2:13].[NH2:14][CH2:15][CH2:16][CH2:17][CH2:18][CH2:19][C:20]([OH:22])=[O:21].[BH4-].[Na+].C(O)(=O)C. (2) Given the product [C:9]([O:13][C:14]([N:16]1[CH2:25][C:24]2[N:20]([C:21]([Br:1])=[N:22][N:23]=2)[C:19]2[CH:26]=[CH:27][C:28]([Cl:30])=[CH:29][C:18]=2[CH2:17]1)=[O:15])([CH3:12])([CH3:10])[CH3:11], predict the reactants needed to synthesize it. The reactants are: [Br:1]N1C(=O)CCC1=O.[C:9]([O:13][C:14]([N:16]1[CH2:25][C:24]2[N:20]([CH:21]=[N:22][N:23]=2)[C:19]2[CH:26]=[CH:27][C:28]([Cl:30])=[CH:29][C:18]=2[CH2:17]1)=[O:15])([CH3:12])([CH3:11])[CH3:10]. (3) Given the product [F:35][C:33]1[CH:32]=[CH:31][C:30]([CH2:36][NH:37][C:21]([C:3]2[C:2]([OH:1])=[C:11]3[C:6]([CH:7]=[CH:8][CH:9]=[N:10]3)=[C:5]([N:12]3[CH2:17][CH2:16][CH2:15][N:14]([CH3:18])[S:13]3(=[O:19])=[O:20])[N:4]=2)=[O:22])=[C:29]([C:27]([NH:26][CH3:25])=[O:28])[CH:34]=1, predict the reactants needed to synthesize it. The reactants are: [OH:1][C:2]1[C:3]([C:21](O)=[O:22])=[N:4][C:5]([N:12]2[CH2:17][CH2:16][CH2:15][N:14]([CH3:18])[S:13]2(=[O:20])=[O:19])=[C:6]2[C:11]=1[N:10]=[CH:9][CH:8]=[CH:7]2.[Cl-].[CH3:25][NH:26][C:27]([C:29]1[CH:34]=[C:33]([F:35])[CH:32]=[CH:31][C:30]=1[CH2:36][NH3+:37])=[O:28].Cl.CN(C)CCCN=C=NCC.ON1C2N=CC=CC=2N=N1.C(N(C(C)C)CC)(C)C. (4) Given the product [CH3:44][N:41]1[CH2:40][CH2:39][N:38]([CH:31]2[C:30]3[CH:29]=[C:28]([CH:24]4[CH2:25][CH2:26][CH2:27][N:22]([C:20]([C:17]5[CH:18]=[CH:19][C:14]([C:13]([N:1]6[CH2:6][CH2:5][O:4][CH2:3][CH2:2]6)=[O:12])=[CH:15][CH:16]=5)=[O:21])[CH2:23]4)[CH:37]=[CH:36][C:35]=3[CH2:34][CH2:33][CH2:32]2)[CH2:43][CH2:42]1, predict the reactants needed to synthesize it. The reactants are: [NH:1]1[CH2:6][CH2:5][O:4][CH2:3][CH2:2]1.C[Al](C)C.C[O:12][C:13](=O)[C:14]1[CH:19]=[CH:18][C:17]([C:20]([N:22]2[CH2:27][CH2:26][CH2:25][CH:24]([C:28]3[CH:37]=[CH:36][C:35]4[CH2:34][CH2:33][CH2:32][CH:31]([N:38]5[CH2:43][CH2:42][N:41]([CH3:44])[CH2:40][CH2:39]5)[C:30]=4[CH:29]=3)[CH2:23]2)=[O:21])=[CH:16][CH:15]=1. (5) Given the product [Br:1][C:2]1[C:3]([CH2:12][O:13][C:14]2[CH:19]=[CH:18][C:17]([Cl:20])=[C:16]([Cl:21])[CH:15]=2)=[CH:4][C:5]2[O:9][N:8]=[C:7]([N:10]([C:22]([O:24][C:25]([CH3:28])([CH3:27])[CH3:26])=[O:23])[C:22](=[O:23])[O:24][C:25]([CH3:28])([CH3:27])[CH3:26])[C:6]=2[CH:11]=1, predict the reactants needed to synthesize it. The reactants are: [Br:1][C:2]1[C:3]([CH2:12][O:13][C:14]2[CH:19]=[CH:18][C:17]([Cl:20])=[C:16]([Cl:21])[CH:15]=2)=[CH:4][C:5]2[O:9][N:8]=[C:7]([NH2:10])[C:6]=2[CH:11]=1.[C:22](O[C:22]([O:24][C:25]([CH3:28])([CH3:27])[CH3:26])=[O:23])([O:24][C:25]([CH3:28])([CH3:27])[CH3:26])=[O:23]. (6) Given the product [CH2:11]([NH:15][C:16](=[O:49])[C@H:17]([CH3:48])[CH2:18][C@H:19]([OH:47])[C@@H:20]([NH2:39])[CH2:21][C@@H:22]([CH:36]([CH3:37])[CH3:38])[CH2:23][C:24]1[CH:29]=[CH:28][C:27]([O:30][CH3:31])=[C:26]([O:32][CH2:33][C:34]#[N:35])[CH:25]=1)[CH2:12][CH2:13][CH3:14], predict the reactants needed to synthesize it. The reactants are: FC(F)(F)C(O)=O.ClCCl.[CH2:11]([NH:15][C:16](=[O:49])[C@H:17]([CH3:48])[CH2:18][C@H:19]([OH:47])[C@@H:20]([NH:39]C(OC(C)(C)C)=O)[CH2:21][C@@H:22]([CH:36]([CH3:38])[CH3:37])[CH2:23][C:24]1[CH:29]=[CH:28][C:27]([O:30][CH3:31])=[C:26]([O:32][CH2:33][C:34]#[N:35])[CH:25]=1)[CH2:12][CH2:13][CH3:14].